This data is from Full USPTO retrosynthesis dataset with 1.9M reactions from patents (1976-2016). The task is: Predict the reactants needed to synthesize the given product. Given the product [CH2:8]([O:10][CH2:11][CH2:12][O:13][CH2:14][CH2:15][NH2:16])[CH3:9], predict the reactants needed to synthesize it. The reactants are: Cl.O1CCOCC1.[CH2:8]([O:10][CH2:11][CH2:12][O:13][CH2:14][CH2:15][NH:16]C(=O)OC(C)(C)C)[CH3:9].C([O-])([O-])=O.[K+].[K+].